This data is from Peptide-MHC class I binding affinity with 185,985 pairs from IEDB/IMGT. The task is: Regression. Given a peptide amino acid sequence and an MHC pseudo amino acid sequence, predict their binding affinity value. This is MHC class I binding data. (1) The peptide sequence is WFLYVSQQI. The MHC is HLA-A26:01 with pseudo-sequence HLA-A26:01. The binding affinity (normalized) is 0.0847. (2) The MHC is HLA-B53:01 with pseudo-sequence HLA-B53:01. The binding affinity (normalized) is 0.743. The peptide sequence is FPQHVITKDV.